Dataset: Forward reaction prediction with 1.9M reactions from USPTO patents (1976-2016). Task: Predict the product of the given reaction. (1) Given the reactants [CH2:1]([CH2:3][NH2:4])[OH:2].[CH2:5]=[C:6]1[O:10][C:8](=[O:9])[CH2:7]1, predict the reaction product. The product is: [OH:2][CH2:1][CH2:3][NH:4][C:8](=[O:9])[CH2:7][C:6](=[O:10])[CH3:5]. (2) Given the reactants [C:1]([O:5][C:6](=[O:18])[NH:7][CH2:8][C:9]1[CH:14]=[C:13](Br)[CH:12]=[C:11]([Cl:16])[C:10]=1[F:17])([CH3:4])([CH3:3])[CH3:2].[CH3:19][N:20](C=O)C, predict the reaction product. The product is: [C:1]([O:5][C:6](=[O:18])[NH:7][CH2:8][C:9]1[CH:14]=[C:13]([C:19]#[N:20])[CH:12]=[C:11]([Cl:16])[C:10]=1[F:17])([CH3:4])([CH3:3])[CH3:2]. (3) Given the reactants C(OC([N:8]1[CH2:13][CH2:12][N:11]([C:14]2[CH:19]=[CH:18][C:17]([C:20]3[S:21][C:22]([C:25]4[N:26]([C:34]5[CH:39]=[C:38]([Cl:40])[CH:37]=[CH:36][C:35]=5[Cl:41])[CH:27]=[C:28]([C:30]([F:33])([F:32])[F:31])[N:29]=4)=[CH:23][CH:24]=3)=[CH:16][N:15]=2)[CH2:10][CH2:9]1)=O)(C)(C)C.FC(CC(O)=O)(F)F, predict the reaction product. The product is: [Cl:41][C:35]1[CH:36]=[CH:37][C:38]([Cl:40])=[CH:39][C:34]=1[N:26]1[CH:27]=[C:28]([C:30]([F:31])([F:33])[F:32])[N:29]=[C:25]1[C:22]1[S:21][C:20]([C:17]2[CH:18]=[CH:19][C:14]([N:11]3[CH2:10][CH2:9][NH:8][CH2:13][CH2:12]3)=[N:15][CH:16]=2)=[CH:24][CH:23]=1. (4) Given the reactants [F:1][C:2]1[CH:12]=[C:11]([F:13])[CH:10]=[CH:9][C:3]=1[CH2:4][S:5]([Cl:8])(=[O:7])=[O:6].Cl.Cl.[CH2:16]([N:25]1[CH2:30][CH2:29][NH:28][CH2:27][CH2:26]1)[C:17]([C:19]1[CH:24]=[CH:23][CH:22]=[CH:21][CH:20]=1)=[O:18].C([O-])([O-])=O.[K+].[K+], predict the reaction product. The product is: [ClH:8].[CH2:16]([N:25]1[CH2:30][CH2:29][N:28]([S:5]([CH2:4][C:3]2[CH:9]=[CH:10][C:11]([F:13])=[CH:12][C:2]=2[F:1])(=[O:7])=[O:6])[CH2:27][CH2:26]1)[C:17]([C:19]1[CH:20]=[CH:21][CH:22]=[CH:23][CH:24]=1)=[O:18]. (5) Given the reactants [Cl:1][C:2]1[N:10]=[CH:9][CH:8]=[CH:7][C:3]=1[C:4](O)=O.S(Cl)([Cl:13])=O, predict the reaction product. The product is: [Cl:1][C:2]1[N:10]=[CH:9][CH:8]=[CH:7][C:3]=1[CH2:4][Cl:13]. (6) Given the reactants [CH3:1][O:2][C:3]([C:5]1[CH:10]=[C:9](Cl)[N:8]=[C:7]([C:12]([O:14][CH2:15][CH3:16])=[O:13])[CH:6]=1)=[O:4].C1(P(C2C=CC=CC=2)C2C=CC3C(=CC=CC=3)C=2C2C3C(=CC=CC=3)C=CC=2P(C2C=CC=CC=2)C2C=CC=CC=2)C=CC=CC=1.C(=O)([O-])[O-].[Cs+].[Cs+].[CH:69]1([NH2:73])[CH2:72][CH2:71][CH2:70]1, predict the reaction product. The product is: [CH3:1][O:2][C:3]([C:5]1[CH:10]=[C:9]([NH:73][CH:69]2[CH2:72][CH2:71][CH2:70]2)[N:8]=[C:7]([C:12]([O:14][CH2:15][CH3:16])=[O:13])[CH:6]=1)=[O:4]. (7) Given the reactants CC1(C)C(C)(C)OB([C:9]2[CH:10]=[C:11]3[CH:17]=[CH:16][NH:15][C:12]3=[N:13][CH:14]=2)O1.Cl[C:20]1[CH:25]=[N:24][CH:23]=[C:22]([N:26]2[CH2:30][CH2:29][C:28]([F:32])([F:31])[CH2:27]2)[N:21]=1.C([O-])([O-])=O.[Cs+].[Cs+], predict the reaction product. The product is: [F:32][C:28]1([F:31])[CH2:29][CH2:30][N:26]([C:22]2[N:21]=[C:20]([C:9]3[CH:10]=[C:11]4[CH:17]=[CH:16][NH:15][C:12]4=[N:13][CH:14]=3)[CH:25]=[N:24][CH:23]=2)[CH2:27]1.